From a dataset of Full USPTO retrosynthesis dataset with 1.9M reactions from patents (1976-2016). Predict the reactants needed to synthesize the given product. (1) Given the product [CH3:1][C:2]1[N:3]=[C:4]([C:16]2[CH:17]=[CH:18][C:19]([C:22]([F:23])([F:24])[F:25])=[CH:20][CH:21]=2)[S:5][C:6]=1[C:33]1[CH:38]=[CH:37][CH:36]=[CH:35][C:34]=1[CH3:39], predict the reactants needed to synthesize it. The reactants are: [CH3:1][C:2]1[N:3]=[C:4]([C:16]2[CH:21]=[CH:20][C:19]([C:22]([F:25])([F:24])[F:23])=[CH:18][CH:17]=2)[S:5][C:6]=1B1OC(C)(C)C(C)(C)O1.C(=O)([O-])[O-].[Cs+].[Cs+].I[C:33]1[CH:38]=[CH:37][CH:36]=[CH:35][C:34]=1[CH3:39].COCCOC. (2) The reactants are: [CH:1]1([CH2:4][O:5][C:6]2[CH:29]=[CH:28][C:9]3[C:10]([CH2:13][CH2:14][CH:15]4[CH2:20][CH2:19][N:18]([C:21]([O:23][C:24]([CH3:27])([CH3:26])[CH3:25])=[O:22])[CH2:17][CH2:16]4)=[N:11][O:12][C:8]=3[C:7]=2[CH2:30]O)[CH2:3][CH2:2]1.CS(Cl)(=O)=O.[CH3:37][NH:38][CH3:39].[Cl-].[Na+]. Given the product [CH:1]1([CH2:4][O:5][C:6]2[CH:29]=[CH:28][C:9]3[C:10]([CH2:13][CH2:14][CH:15]4[CH2:16][CH2:17][N:18]([C:21]([O:23][C:24]([CH3:27])([CH3:26])[CH3:25])=[O:22])[CH2:19][CH2:20]4)=[N:11][O:12][C:8]=3[C:7]=2[CH2:30][N:38]([CH3:39])[CH3:37])[CH2:2][CH2:3]1, predict the reactants needed to synthesize it. (3) Given the product [Cl:26][C:27]1[CH:35]=[CH:34][C:30]([C:31]([NH:1][C:2]2[CH:11]=[C:10]3[C:5]([CH:6]=[CH:7][CH:8]=[C:9]3[N:12]3[CH2:17][CH2:16][N:15]([CH3:18])[CH2:14][CH2:13]3)=[CH:4][CH:3]=2)=[O:32])=[CH:29][CH:28]=1, predict the reactants needed to synthesize it. The reactants are: [NH2:1][C:2]1[CH:11]=[C:10]2[C:5]([CH:6]=[CH:7][CH:8]=[C:9]2[N:12]2[CH2:17][CH2:16][N:15]([CH3:18])[CH2:14][CH2:13]2)=[CH:4][CH:3]=1.C(N(CC)CC)C.[Cl:26][C:27]1[CH:35]=[CH:34][C:30]([C:31](Cl)=[O:32])=[CH:29][CH:28]=1. (4) Given the product [CH2:39]([O:42]/[N:43]=[C:1](/[C:4]1[C:34](=[O:35])[C@@:8]2([CH3:36])[C:9]3[C:15]([OH:16])=[CH:14][C:13]([O:17][CH3:18])=[C:12]([C:19]([NH:21][CH2:22][C:23]4[C:32]5[C:27](=[CH:28][CH:29]=[CH:30][CH:31]=5)[CH:26]=[CH:25][C:24]=4[CH3:33])=[O:20])[C:10]=3[O:11][C:7]2=[CH:6][C:5]=1[OH:37])\[CH3:2])[CH:40]=[CH2:41], predict the reactants needed to synthesize it. The reactants are: [C:1]([C:4]1[C:34](=[O:35])[C@@:8]2([CH3:36])[C:9]3[C:15]([OH:16])=[CH:14][C:13]([O:17][CH3:18])=[C:12]([C:19]([NH:21][CH2:22][C:23]4[C:32]5[C:27](=[CH:28][CH:29]=[CH:30][CH:31]=5)[CH:26]=[CH:25][C:24]=4[CH3:33])=[O:20])[C:10]=3[O:11][C:7]2=[CH:6][C:5]=1[OH:37])(=O)[CH3:2].Cl.[CH2:39]([O:42][NH2:43])[CH:40]=[CH2:41].C(=O)(O)[O-].[Na+]. (5) Given the product [S:10]1[CH:14]=[CH:13][C:12]([C:2]2[CH:9]=[CH:8][C:5]([CH:6]=[O:7])=[CH:4][N:3]=2)=[CH:11]1, predict the reactants needed to synthesize it. The reactants are: Br[C:2]1[CH:9]=[CH:8][C:5]([CH:6]=[O:7])=[CH:4][N:3]=1.[S:10]1[CH:14]=[CH:13][C:12](B(O)O)=[CH:11]1. (6) Given the product [CH2:20]([N:27]1[CH2:32][CH2:31][CH:30]([CH:35]=[O:34])[CH2:29][CH2:28]1)[C:21]1[CH:26]=[CH:25][CH:24]=[CH:23][CH:22]=1, predict the reactants needed to synthesize it. The reactants are: C(NC(C)C)(C)C.C([Li])CCC.C[Si](C=[N+]=[N-])(C)C.[CH2:20]([N:27]1[CH2:32][CH2:31][C:30](=O)[CH2:29][CH2:28]1)[C:21]1[CH:26]=[CH:25][CH:24]=[CH:23][CH:22]=1.[O:34]1CCC[CH2:35]1. (7) Given the product [Cl:21][C:2]1[CH:7]=[CH:6][CH:5]=[CH:4][C:3]=1[CH:8]1[CH2:13][CH2:12][N:11]([C:14](=[O:16])[CH3:15])[CH2:10][CH2:9]1, predict the reactants needed to synthesize it. The reactants are: N[C:2]1[CH:7]=[CH:6][CH:5]=[CH:4][C:3]=1[CH:8]1[CH2:13][CH2:12][N:11]([C:14](=[O:16])[CH3:15])[CH2:10][CH2:9]1.N([O-])=O.[Na+].[ClH:21]. (8) Given the product [CH3:21][C@@:3]1([OH:20])[CH2:4][CH2:5][C@H:6]2[C@H:7]3[C@H:17]([CH2:18][CH2:19][C@:2]12[CH3:1])[C@:15]1([CH3:16])[CH:10]([CH2:11][CH:12]=[CH:13][CH2:14]1)[CH2:9][CH2:8]3, predict the reactants needed to synthesize it. The reactants are: [CH3:1][C@:2]12[CH2:19][CH2:18][C@H:17]3[C@@H:7]([CH2:8][CH2:9][C@@H:10]4[C@:15]3([CH3:16])[CH2:14][CH:13]=[CH:12][CH2:11]4)[C@@H:6]1[CH2:5][CH2:4][C:3]2=[O:20].[CH3:21][Mg]Br.O. (9) Given the product [CH2:1]([C:7]1[N:8]=[C:9]([C:29]2[CH:30]=[CH:31][C:32]([CH3:35])=[CH:33][CH:34]=2)[S:10][C:11]=1[CH2:12][CH2:13][C:14]([C:16]1[CH:21]=[CH:20][C:19]([CH2:22][CH2:23][C:24]([O:26][CH3:27])=[O:25])=[C:18]([CH3:28])[CH:17]=1)=[O:15])[CH2:2][CH2:3][CH2:4][CH2:5][CH3:6], predict the reactants needed to synthesize it. The reactants are: [CH2:1]([C:7]1[N:8]=[C:9]([C:29]2[CH:34]=[CH:33][C:32]([CH3:35])=[CH:31][CH:30]=2)[S:10][C:11]=1[CH:12]=[CH:13][C:14]([C:16]1[CH:21]=[CH:20][C:19]([CH:22]=[CH:23][C:24]([O:26][CH3:27])=[O:25])=[C:18]([CH3:28])[CH:17]=1)=[O:15])[CH2:2][CH2:3][CH2:4][CH2:5][CH3:6].[H][H].